Dataset: Forward reaction prediction with 1.9M reactions from USPTO patents (1976-2016). Task: Predict the product of the given reaction. (1) Given the reactants Br[C:2]1[S:3][CH:4]=[CH:5][N:6]=1.[Br:7][C:8]1[CH:19]=[CH:18][C:11]([C:12](N(OC)C)=[O:13])=[CH:10][CH:9]=1, predict the reaction product. The product is: [Br:7][C:8]1[CH:19]=[CH:18][C:11]([C:12]([C:2]2[S:3][CH:4]=[CH:5][N:6]=2)=[O:13])=[CH:10][CH:9]=1. (2) Given the reactants [F:1][C:2]1[C:3]([O:10][CH3:11])=[C:4]([CH:6]=[C:7]([CH3:9])[CH:8]=1)N.Cl.[OH2:13].Cl[C:15](Cl)(Cl)[CH:16]=O.S([O-])([O-])(=O)=O.[Mg+2].Cl.[NH2:27][OH:28].C[N:30](C)C=O, predict the reaction product. The product is: [F:1][C:2]1[C:3]([O:10][CH3:11])=[C:4]([C:15](=[N:27][OH:28])[C:16]([NH2:30])=[O:13])[CH:6]=[C:7]([CH3:9])[CH:8]=1. (3) Given the reactants C(=O)([O-])[O-].[K+].[K+].[CH3:7][O:8][C:9](=[O:35])[CH:10]([NH:19][C:20]1[CH:25]=[CH:24][CH:23]=[CH:22][C:21]=1[C:26](=[O:34])[C:27]1[CH:32]=[CH:31][C:30]([F:33])=[CH:29][CH:28]=1)[CH2:11][C:12]1[CH:17]=[CH:16][C:15]([OH:18])=[CH:14][CH:13]=1.[Br:36][CH2:37][CH2:38]Br, predict the reaction product. The product is: [CH3:7][O:8][C:9](=[O:35])[CH:10]([NH:19][C:20]1[CH:25]=[CH:24][CH:23]=[CH:22][C:21]=1[C:26](=[O:34])[C:27]1[CH:32]=[CH:31][C:30]([F:33])=[CH:29][CH:28]=1)[CH2:11][C:12]1[CH:13]=[CH:14][C:15]([O:18][CH2:38][CH2:37][Br:36])=[CH:16][CH:17]=1. (4) Given the reactants [Cl:1][C:2]1[N:7]=[C:6]([CH3:8])[C:5]2[C:9](=[O:12])[NH:10][NH:11][C:4]=2[CH:3]=1.[C:13](Cl)([C:26]1[CH:31]=[CH:30][CH:29]=[CH:28][CH:27]=1)([C:20]1[CH:25]=[CH:24][CH:23]=[CH:22][CH:21]=1)[C:14]1[CH:19]=[CH:18][CH:17]=[CH:16][CH:15]=1.[H-].[Na+].C([O-])(O)=O.[Na+], predict the reaction product. The product is: [Cl:1][C:2]1[N:7]=[C:6]([CH3:8])[C:5]2[C:9](=[O:12])[NH:10][N:11]([C:13]([C:14]3[CH:19]=[CH:18][CH:17]=[CH:16][CH:15]=3)([C:26]3[CH:27]=[CH:28][CH:29]=[CH:30][CH:31]=3)[C:20]3[CH:21]=[CH:22][CH:23]=[CH:24][CH:25]=3)[C:4]=2[CH:3]=1. (5) Given the reactants O(C1C=CC=CC=1)C1C=CC=CC=1.[CH3:14][O:15][C:16]1[CH:17]=[C:18]([NH:22][CH:23]=[C:24]2[C:29](=[O:30])OC(C)(C)OC2=O)[CH:19]=[CH:20][CH:21]=1, predict the reaction product. The product is: [CH3:14][O:15][C:16]1[CH:17]=[C:18]2[C:19]([C:29]([OH:30])=[CH:24][CH:23]=[N:22]2)=[CH:20][CH:21]=1. (6) The product is: [Cl:24][C:25]1[CH:26]=[C:27]([CH:40]=[CH:41][C:42]=1[Cl:43])[CH2:28][N:29]1[C:33]([C:34]([OH:36])=[O:35])=[CH:32][C:31]([CH2:37][CH2:38][CH3:39])=[N:30]1.[S:46]1[CH:47]=[CH:48][N:49]=[C:45]1[NH:44][C:34]([C:33]1[N:29]([CH2:28][C:27]2[CH:40]=[CH:41][C:42]([Cl:43])=[C:25]([Cl:24])[CH:26]=2)[N:30]=[C:31]([CH2:37][CH2:38][CH3:39])[CH:32]=1)=[O:36]. Given the reactants C(OC(C1NN=C(CCC)C=1)=O)C.ClC1C=C(C=CC=1Cl)CBr.[Cl:24][C:25]1[CH:26]=[C:27]([CH:40]=[CH:41][C:42]=1[Cl:43])[CH2:28][N:29]1[C:33]([C:34]([OH:36])=[O:35])=[CH:32][C:31]([CH2:37][CH2:38][CH3:39])=[N:30]1.[NH2:44][C:45]1[S:46][CH:47]=[CH:48][N:49]=1, predict the reaction product. (7) The product is: [CH2:12]1[C:21]2[C:16](=[CH:17][CH:18]=[CH:19][CH:20]=2)[CH2:15][CH2:14][N:13]1[CH2:22][CH:23]([OH:41])[CH2:24][NH:25][C:26]1[CH:31]=[C:30]([C:2]2[N:7]=[C:6]3[N:8]([CH3:11])[CH:9]=[N:10][C:5]3=[CH:4][CH:3]=2)[CH:29]=[CH:28][N:27]=1. Given the reactants Br[C:2]1[N:7]=[C:6]2[N:8]([CH3:11])[CH:9]=[N:10][C:5]2=[CH:4][CH:3]=1.[CH2:12]1[C:21]2[C:16](=[CH:17][CH:18]=[CH:19][CH:20]=2)[CH2:15][CH2:14][N:13]1[CH2:22][CH:23]([OH:41])[CH2:24][NH:25][C:26]1[CH:31]=[C:30](B2OC(C)(C)C(C)(C)O2)[CH:29]=[CH:28][N:27]=1.C([O-])([O-])=O.[K+].[K+].O1CCOCC1, predict the reaction product. (8) Given the reactants Br[C:2]1[C:3]([N:7]2[C:15]3[CH:14]=[CH:13][C:12]([CH3:16])=[CH:11][C:10]=3[C:9]3[CH2:17][N:18]([CH3:21])[CH2:19][CH2:20][C:8]2=3)=[CH:4][S:5][CH:6]=1.[C:22]1(B(O)O)[CH:27]=[CH:26][CH:25]=[CH:24][CH:23]=1.[O-]P([O-])([O-])=O.[K+].[K+].[K+], predict the reaction product. The product is: [CH3:21][N:18]1[CH2:19][CH2:20][C:8]2[N:7]([C:3]3[C:2]([C:22]4[CH:27]=[CH:26][CH:25]=[CH:24][CH:23]=4)=[CH:6][S:5][CH:4]=3)[C:15]3[CH:14]=[CH:13][C:12]([CH3:16])=[CH:11][C:10]=3[C:9]=2[CH2:17]1. (9) Given the reactants [Cl:1][C:2]1[CH:3]=[C:4]([S:9]([O-:12])(=[O:11])=O)[CH:5]=[C:6]([Cl:8])[CH:7]=1.C(N(CC)CC)C.[N:20]1([C:26]([O:28][C:29]([CH3:32])([CH3:31])[CH3:30])=[O:27])[CH2:25][CH2:24][NH:23][CH2:22][CH2:21]1, predict the reaction product. The product is: [Cl:8][C:6]1[CH:5]=[C:4]([S:9]([N:23]2[CH2:22][CH2:21][N:20]([C:26]([O:28][C:29]([CH3:32])([CH3:31])[CH3:30])=[O:27])[CH2:25][CH2:24]2)(=[O:11])=[O:12])[CH:3]=[C:2]([Cl:1])[CH:7]=1.